Task: Predict which catalyst facilitates the given reaction.. Dataset: Catalyst prediction with 721,799 reactions and 888 catalyst types from USPTO (1) Reactant: [Si:1]([O:8][CH2:9][C:10]1[N:11]=[C:12]([N:15]2[CH2:21][CH:20]3[O:22][CH:17]([CH2:18][CH2:19]3)[CH2:16]2)[S:13][CH:14]=1)([C:4]([CH3:7])([CH3:6])[CH3:5])([CH3:3])[CH3:2].[Li][CH2:24]CCC.IC. Product: [Si:1]([O:8][CH2:9][C:10]1[N:11]=[C:12]([N:15]2[CH2:21][CH:20]3[O:22][CH:17]([CH2:18][CH2:19]3)[CH2:16]2)[S:13][C:14]=1[CH3:24])([C:4]([CH3:5])([CH3:6])[CH3:7])([CH3:2])[CH3:3]. The catalyst class is: 1. (2) Reactant: Br[C:2]1[N:3]=[C:4]([O:7][C:8]2[CH:13]=[CH:12][CH:11]=[CH:10][N:9]=2)[S:5][CH:6]=1.[CH3:14][O:15][C:16]1[CH:36]=[CH:35][C:19]([CH2:20][N:21]2[CH:25]=[C:24](B3OC(C)(C)C(C)(C)O3)[CH:23]=[N:22]2)=[CH:18][CH:17]=1.C(N(C(C)C)C(C)C)C. Product: [CH3:14][O:15][C:16]1[CH:17]=[CH:18][C:19]([CH2:20][N:21]2[CH:25]=[C:24]([C:2]3[N:3]=[C:4]([O:7][C:8]4[CH:13]=[CH:12][CH:11]=[CH:10][N:9]=4)[S:5][CH:6]=3)[CH:23]=[N:22]2)=[CH:35][CH:36]=1. The catalyst class is: 117.